From a dataset of Reaction yield outcomes from USPTO patents with 853,638 reactions. Predict the reaction yield, written as a fraction of the theoretical maximum amount of product (1.0 means a 100% yield; for example, 0.34 means a 34% yield). (1) The reactants are [Cl:1][C:2]1[C:7]([F:8])=[CH:6][CH:5]=[CH:4][C:3]=1[NH:9][C:10]([NH:12][C:13]1[CH:18]=[CH:17][C:16]([Cl:19])=[C:15]([S:20]([N:23]2[CH2:28][CH2:27][N:26]([CH2:29][CH2:30][OH:31])[CH2:25][CH2:24]2)(=[O:22])=[O:21])[C:14]=1[OH:32])=[O:11].B(Br)(Br)Br.Cl[CH2:38]Cl. No catalyst specified. The product is [Cl:1][C:2]1[C:7]([F:8])=[CH:6][CH:5]=[CH:4][C:3]=1[NH:9][C:10]([NH:12][C:13]1[CH:18]=[CH:17][C:16]([Cl:19])=[C:15]([S:20]([N:23]2[CH2:24][CH2:25][N:26]([CH2:29][CH2:30][O:31][CH3:38])[CH2:27][CH2:28]2)(=[O:22])=[O:21])[C:14]=1[OH:32])=[O:11]. The yield is 0.760. (2) The reactants are CS(O[CH2:6][CH2:7][O:8][C:9]1[C:17]2[C:12](=[N:13][CH:14]=[N:15][C:16]=2[NH:18][C:19]2[CH:24]=[CH:23][C:22]([O:25][CH2:26][C:27]3[CH:32]=[CH:31][CH:30]=[C:29]([F:33])[CH:28]=3)=[C:21]([O:34][CH3:35])[CH:20]=2)[NH:11][N:10]=1)(=O)=O.[NH:36]1[CH2:40][CH2:39][CH2:38][CH2:37]1. No catalyst specified. The product is [F:33][C:29]1[CH:28]=[C:27]([CH:32]=[CH:31][CH:30]=1)[CH2:26][O:25][C:22]1[CH:23]=[CH:24][C:19]([NH:18][C:16]2[N:15]=[CH:14][N:13]=[C:12]3[NH:11][N:10]=[C:9]([O:8][CH2:7][CH2:6][N:36]4[CH2:40][CH2:39][CH2:38][CH2:37]4)[C:17]=23)=[CH:20][C:21]=1[O:34][CH3:35]. The yield is 0.300. (3) The reactants are C1(P(C2C=CC=CC=2)C2C=CC=CC=2)C=CC=CC=1.II.CCN(CC)CC.[CH3:29][O:30][C:31](=[O:49])[CH:32]([NH:38][C:39](=[O:48])[C:40]1[CH:45]=[CH:44][C:43]([F:46])=[C:42]([F:47])[CH:41]=1)[C:33]([CH:35]1[CH2:37][CH2:36]1)=O. The catalyst is C(Cl)Cl. The product is [CH3:29][O:30][C:31]([C:32]1[N:38]=[C:39]([C:40]2[CH:45]=[CH:44][C:43]([F:46])=[C:42]([F:47])[CH:41]=2)[O:48][C:33]=1[CH:35]1[CH2:37][CH2:36]1)=[O:49]. The yield is 0.990. (4) The reactants are Br[CH2:2][C:3]1[CH:11]=[CH:10][C:6]([C:7]([OH:9])=[O:8])=[CH:5][C:4]=1[N+:12]([O-:14])=[O:13].C(=O)([O-])[O-:16].[Na+].[Na+]. The catalyst is O.CC(C)=O. The product is [OH:16][CH2:2][C:3]1[CH:11]=[CH:10][C:6]([C:7]([OH:9])=[O:8])=[CH:5][C:4]=1[N+:12]([O-:14])=[O:13]. The yield is 0.950.